Dataset: Catalyst prediction with 721,799 reactions and 888 catalyst types from USPTO. Task: Predict which catalyst facilitates the given reaction. (1) Reactant: [NH2:1][C:2]1[CH:7]=[CH:6][CH:5]=[CH:4][CH:3]=1.CC1(C)[O:16][C:15](=O)[C:12]2([CH2:14][CH2:13]2)[C:11](=[O:18])[O:10]1. Product: [O:16]=[C:15]1[CH:12]([C:11]([OH:18])=[O:10])[CH2:13][CH2:14][N:1]1[C:2]1[CH:7]=[CH:6][CH:5]=[CH:4][CH:3]=1. The catalyst class is: 8. (2) Reactant: [F:1][C:2]([F:11])([F:10])[C:3]1[CH:4]=[C:5]([SH:9])[CH:6]=[CH:7][CH:8]=1.[Br:12][C:13]1[CH:18]=[C:17]([C:19]([F:22])([F:21])[F:20])[CH:16]=[CH:15][C:14]=1[CH:23]1[CH2:28][CH:27](CS([O-])(=O)=O)[CH2:26][CH2:25][O:24]1.C([O-])([O-])=O.[K+].[K+]. Product: [Br:12][C:13]1[CH:18]=[C:17]([C:19]([F:20])([F:21])[F:22])[CH:16]=[CH:15][C:14]=1[CH:23]1[CH2:28][CH:27]([S:9][C:5]2[CH:6]=[CH:7][CH:8]=[C:3]([C:2]([F:1])([F:10])[F:11])[CH:4]=2)[CH2:26][CH2:25][O:24]1. The catalyst class is: 18. (3) Reactant: [N+:1]([C:4]1[CH:15]=[CH:14][C:7]2[O:8][CH:9]([CH2:12][OH:13])[CH2:10][O:11][C:6]=2[CH:5]=1)([O-])=O. Product: [NH2:1][C:4]1[CH:15]=[CH:14][C:7]2[O:8][CH:9]([CH2:12][OH:13])[CH2:10][O:11][C:6]=2[CH:5]=1. The catalyst class is: 19. (4) Reactant: Cl[CH2:2][CH2:3][O:4][C:5]1[CH:10]=[CH:9][C:8]([CH2:11][C:12]2[CH:17]=[CH:16][CH:15]=[CH:14][CH:13]=2)=[CH:7][CH:6]=1.[I-:18].[Na+].O. Product: [I:18][CH2:2][CH2:3][O:4][C:5]1[CH:10]=[CH:9][C:8]([CH2:11][C:12]2[CH:17]=[CH:16][CH:15]=[CH:14][CH:13]=2)=[CH:7][CH:6]=1. The catalyst class is: 131. (5) Reactant: [Cl:1][C:2]1[C:7]([NH:8][S:9]([CH2:12][CH2:13][CH3:14])(=[O:11])=[O:10])=[CH:6][CH:5]=[C:4]([F:15])[C:3]=1[C:16]1[CH:17]=[CH:18][C:19]2[C:20]3[C:28]([CH:29]4[CH2:31][CH2:30]4)=[N:27][N:26](C(OC(C)(C)C)=O)[C:21]=3[N:22]=[CH:23][C:24]=2[CH:25]=1.C(O)(C(F)(F)F)=O. Product: [Cl:1][C:2]1[C:3]([C:16]2[CH:17]=[CH:18][C:19]3[C:20]4[C:28]([CH:29]5[CH2:31][CH2:30]5)=[N:27][NH:26][C:21]=4[N:22]=[CH:23][C:24]=3[CH:25]=2)=[C:4]([F:15])[CH:5]=[CH:6][C:7]=1[NH:8][S:9]([CH2:12][CH2:13][CH3:14])(=[O:10])=[O:11]. The catalyst class is: 2.